Task: Regression/Classification. Given a drug SMILES string, predict its toxicity properties. Task type varies by dataset: regression for continuous values (e.g., LD50, hERG inhibition percentage) or binary classification for toxic/non-toxic outcomes (e.g., AMES mutagenicity, cardiotoxicity, hepatotoxicity). Dataset: herg_karim.. Dataset: hERG potassium channel inhibition data for cardiac toxicity prediction from Karim et al. (1) The compound is c1ccc(CCCN2CCC(CNc3ncccn3)CC2)cc1. The result is 1 (blocker). (2) The molecule is COc1ccc(C2(O)CCC(N3CC(NC(=O)CNc4noc5ccc(C(F)(F)F)cc45)C3)CC2)cn1. The result is 1 (blocker). (3) The compound is CC(C)OCc1nc(Nc2ccc(C(F)(F)F)cc2)c2ccc(-c3ncccc3C(F)(F)F)cc2n1. The result is 1 (blocker). (4) The drug is Cn1c(-c2ccc(OC3CCN(C4CCC4)CC3)cc2)nc2ccccc2c1=O. The result is 1 (blocker).